From a dataset of Reaction yield outcomes from USPTO patents with 853,638 reactions. Predict the reaction yield, written as a fraction of the theoretical maximum amount of product (1.0 means a 100% yield; for example, 0.34 means a 34% yield). The reactants are [CH3:1][C:2]1([CH3:11])[O:6][CH:5]([CH2:7][CH2:8][CH2:9][OH:10])[CH2:4][O:3]1.[H-].[Na+].Cl[C:15]1[CH:20]=[CH:19][N+:18]([O-:21])=[C:17]([CH3:22])[C:16]=1[CH3:23]. The catalyst is CS(C)=O. The product is [CH3:1][C:2]1([CH3:11])[O:6][CH:5]([CH2:7][CH2:8][CH2:9][O:10][C:15]2[CH:20]=[CH:19][N+:18]([O-:21])=[C:17]([CH3:22])[C:16]=2[CH3:23])[CH2:4][O:3]1. The yield is 0.633.